Regression/Classification. Given a drug SMILES string, predict its absorption, distribution, metabolism, or excretion properties. Task type varies by dataset: regression for continuous measurements (e.g., permeability, clearance, half-life) or binary classification for categorical outcomes (e.g., BBB penetration, CYP inhibition). Dataset: cyp1a2_veith. From a dataset of CYP1A2 inhibition data for predicting drug metabolism from PubChem BioAssay. (1) The molecule is CCN(CC)CCCNC(=O)/C(=C/c1ccc[nH]1)NC(=O)c1ccccc1. The result is 0 (non-inhibitor). (2) The molecule is N#Cc1cccc(-c2ccc3ncnc(NC4CCNCC4)c3c2)c1. The result is 1 (inhibitor).